This data is from Full USPTO retrosynthesis dataset with 1.9M reactions from patents (1976-2016). The task is: Predict the reactants needed to synthesize the given product. (1) Given the product [C:26]1([S:32]([C:2]2[CH:10]=[C:9]([Cl:11])[C:8]3[N:7]([CH3:12])[C:6]4[CH2:13][CH:14]5[NH:18][CH:17]([C:5]=4[C:4]=3[C:3]=2[C:19]([O:21][C:22]([CH3:25])([CH3:24])[CH3:23])=[O:20])[CH2:16][CH2:15]5)(=[O:34])=[O:33])[CH:31]=[CH:30][CH:29]=[CH:28][CH:27]=1, predict the reactants needed to synthesize it. The reactants are: Br[C:2]1[CH:10]=[C:9]([Cl:11])[C:8]2[N:7]([CH3:12])[C:6]3[CH2:13][CH:14]4[NH:18][CH:17]([C:5]=3[C:4]=2[C:3]=1[C:19]([O:21][C:22]([CH3:25])([CH3:24])[CH3:23])=[O:20])[CH2:16][CH2:15]4.[C:26]1([S:32](C2C=CC=CC=2)(=[O:34])=[O:33])[CH:31]=[CH:30][CH:29]=[CH:28][CH:27]=1. (2) Given the product [Cl:25][C:20]1[CH:21]=[CH:22][CH:23]=[CH:24][C:19]=1[C:13]1[O:12][C:11]([C:9]2[C:8]([CH3:26])=[CH:7][N:6]=[C:5]([NH:4][C:1](=[O:3])[CH3:2])[CH:10]=2)=[N:15][C:14]=1[C:16]1[NH:18][CH:30]=[N:28][N:35]=1, predict the reactants needed to synthesize it. The reactants are: [C:1]([NH:4][C:5]1[CH:10]=[C:9]([C:11]2[O:12][C:13]([C:19]3[CH:24]=[CH:23][CH:22]=[CH:21][C:20]=3[Cl:25])=[C:14]([C:16]([NH2:18])=O)[N:15]=2)[C:8]([CH3:26])=[CH:7][N:6]=1)(=[O:3])[CH3:2].C[N:28]([CH:30](OC)OC)C.[NH2:35]N.C([O-])(O)=O.[Na+].